From a dataset of Reaction yield outcomes from USPTO patents with 853,638 reactions. Predict the reaction yield, written as a fraction of the theoretical maximum amount of product (1.0 means a 100% yield; for example, 0.34 means a 34% yield). (1) The reactants are [OH:1][C:2]1[CH:7]=[CH:6][C:5](/[CH:8]=[CH:9]\[C:10]([OH:12])=[O:11])=[CH:4][CH:3]=1.[C:13]([O-:16])([O-])=O.[K+].[K+].Cl[CH2:20][C:21]1[CH:26]=[CH:25][C:24]([O:27][CH3:28])=[CH:23][CH:22]=1. The catalyst is CN(C=O)C. The product is [CH3:28][O:27][C:24]1[CH:25]=[CH:26][C:21]([CH2:20][O:1][C:2]2[CH:3]=[CH:4][C:5](/[CH:8]=[CH:9]\[C:10]([O:12][CH2:8][C:5]3[CH:6]=[CH:7][C:2]([O:16][CH3:13])=[CH:3][CH:4]=3)=[O:11])=[CH:6][CH:7]=2)=[CH:22][CH:23]=1. The yield is 0.918. (2) The reactants are Cl.[N:2]1([CH2:8][CH2:9][CH2:10][C:11]([OH:13])=[O:12])[CH2:7][CH2:6][CH2:5][CH2:4][CH2:3]1.CCN(CC)CC.C1N=CN(C(N2C=NC=C2)=O)C=1.[CH3:33][O:34][C:35]1[CH:36]=[C:37]([C:41]2[CH:42]=[C:43]([NH2:46])[NH:44][N:45]=2)[CH:38]=[N:39][CH:40]=1. The catalyst is ClCCCl. The product is [CH:11]([OH:13])=[O:12].[CH3:33][O:34][C:35]1[CH:36]=[C:37]([C:41]2[CH:42]=[C:43]([NH:46][C:11](=[O:13])[CH2:10][CH2:9][CH2:8][N:2]3[CH2:3][CH2:4][CH2:5][CH2:6][CH2:7]3)[NH:44][N:45]=2)[CH:38]=[N:39][CH:40]=1. The yield is 0.290.